The task is: Predict the reactants needed to synthesize the given product.. This data is from Full USPTO retrosynthesis dataset with 1.9M reactions from patents (1976-2016). (1) Given the product [CH2:19]([O:18][C:16](=[O:17])[CH2:15][N:12]1[CH:10]=[C:9]([CH:8]([C:6]2[CH:5]=[CH:4][CH:3]=[C:2]([Br:1])[N:7]=2)[OH:11])[N:14]=[N:13]1)[CH3:20], predict the reactants needed to synthesize it. The reactants are: [Br:1][C:2]1[N:7]=[C:6]([CH:8]([OH:11])[C:9]#[CH:10])[CH:5]=[CH:4][CH:3]=1.[N:12]([CH2:15][C:16]([O:18][CH2:19][CH3:20])=[O:17])=[N+:13]=[N-:14].O=C1O[C@H]([C@H](CO)O)C([O-])=C1O.[Na+]. (2) Given the product [Cl:55][C:53]1[C:52]([O:27][C:20]2[CH:21]=[C:22]([C:23]([F:25])([F:26])[F:24])[C:17]([F:16])=[CH:18][C:19]=2[C:28]2[CH:33]=[CH:32][N:31]=[N:30][CH:29]=2)=[CH:51][C:50]([F:57])=[C:49]([S:46]([N:40]([C:41]2[N:42]=[CH:43][S:44][CH:45]=2)[C:39](=[O:58])[O:38][C:34]([CH3:37])([CH3:36])[CH3:35])(=[O:48])=[O:47])[CH:54]=1, predict the reactants needed to synthesize it. The reactants are: C[Si](C)(C)[N-][Si](C)(C)C.[Li+].O1CCCC1.[F:16][C:17]1[C:22]([C:23]([F:26])([F:25])[F:24])=[CH:21][C:20]([OH:27])=[C:19]([C:28]2[CH:33]=[CH:32][N:31]=[N:30][CH:29]=2)[CH:18]=1.[C:34]([O:38][C:39](=[O:58])[N:40]([S:46]([C:49]1[CH:54]=[C:53]([Cl:55])[C:52](F)=[CH:51][C:50]=1[F:57])(=[O:48])=[O:47])[C:41]1[N:42]=[CH:43][S:44][CH:45]=1)([CH3:37])([CH3:36])[CH3:35].[Cl-].[NH4+]. (3) Given the product [O:1]=[CH:14][CH2:13][CH2:12][CH2:11][C:10]1([CH:25]=[O:24])[CH2:16][CH2:17][CH2:18][C:8]2([O:7][CH2:6][CH2:5][O:4]2)[CH2:9]1, predict the reactants needed to synthesize it. The reactants are: [O:1]=[O+][O-].[O:4]1[C:8]2([CH2:18][CH2:17][CH2:16][C:10]3(C[CH2:14][CH2:13][CH:12]=[CH:11]3)[CH2:9]2)[O:7][CH2:6][CH2:5]1.COP([O:24][CH3:25])OC. (4) The reactants are: [C:1]([O:5][C:6](=[O:20])[NH:7][C:8]1[CH:13]=[C:12]([CH3:14])[C:11]([C:15]([F:18])([F:17])[F:16])=[CH:10][C:9]=1[NH2:19])([CH3:4])([CH3:3])[CH3:2].C([O:23][C:24](=O)[CH2:25][C:26](=[O:38])[C:27]1[CH:32]=[CH:31][CH:30]=[C:29]([N:33]2[CH:37]=[CH:36][N:35]=[N:34]2)[CH:28]=1)C. Given the product [C:1]([O:5][C:6](=[O:20])[NH:7][C:8]1[CH:13]=[C:12]([CH3:14])[C:11]([C:15]([F:18])([F:17])[F:16])=[CH:10][C:9]=1[NH:19][C:24](=[O:23])[CH2:25][C:26](=[O:38])[C:27]1[CH:32]=[CH:31][CH:30]=[C:29]([N:33]2[CH:37]=[CH:36][N:35]=[N:34]2)[CH:28]=1)([CH3:4])([CH3:2])[CH3:3], predict the reactants needed to synthesize it. (5) Given the product [Cl:26][C:23]1[CH:24]=[CH:25][C:20]([CH:7]2[C:5]3[N:6]=[C:2]([C:36]4[C:31]([O:30][CH3:29])=[N:32][CH:33]=[CH:34][CH:35]=4)[N:3]([CH2:27][CH3:28])[C:4]=3[C:9](=[O:10])[N:8]2[C:11]2[CH:16]=[C:15]([CH3:17])[C:14](=[O:18])[N:13]([CH3:19])[CH:12]=2)=[CH:21][CH:22]=1, predict the reactants needed to synthesize it. The reactants are: Br[C:2]1[N:3]([CH2:27][CH3:28])[C:4]2[C:9](=[O:10])[N:8]([C:11]3[CH:16]=[C:15]([CH3:17])[C:14](=[O:18])[N:13]([CH3:19])[CH:12]=3)[CH:7]([C:20]3[CH:25]=[CH:24][C:23]([Cl:26])=[CH:22][CH:21]=3)[C:5]=2[N:6]=1.[CH3:29][O:30][C:31]1[C:36](B(O)O)=[CH:35][CH:34]=[CH:33][N:32]=1. (6) Given the product [F:1][C:2]1[CH:7]=[CH:6][C:5]([C:8]2[CH:9]([C:26]3[CH:31]=[CH:30][C:29]([O:40][CH2:39][CH2:38][N:33]4[CH2:37][CH2:36][CH2:35][CH2:34]4)=[CH:28][CH:27]=3)[O:10][C:11]3[C:16]([C:17]=2[CH3:18])=[CH:15][C:14]([OH:19])=[CH:13][CH:12]=3)=[CH:4][CH:3]=1, predict the reactants needed to synthesize it. The reactants are: [F:1][C:2]1[CH:7]=[CH:6][C:5]([C:8]2[CH:9]([C:26]3[CH:31]=[CH:30][C:29](I)=[CH:28][CH:27]=3)[O:10][C:11]3[C:16]([C:17]=2[CH3:18])=[CH:15][C:14]([O:19]C2CCCCO2)=[CH:13][CH:12]=3)=[CH:4][CH:3]=1.[N:33]1([CH2:38][CH2:39][OH:40])[CH2:37][CH2:36][CH2:35][CH2:34]1.